From a dataset of Peptide-MHC class I binding affinity with 185,985 pairs from IEDB/IMGT. Regression. Given a peptide amino acid sequence and an MHC pseudo amino acid sequence, predict their binding affinity value. This is MHC class I binding data. (1) The peptide sequence is FLLPILSQIYT. The MHC is HLA-A31:01 with pseudo-sequence HLA-A31:01. The binding affinity (normalized) is 0.0847. (2) The peptide sequence is LPVPLFPGF. The MHC is HLA-B51:01 with pseudo-sequence HLA-B51:01. The binding affinity (normalized) is 0.490. (3) The peptide sequence is IVRQGIRQL. The MHC is HLA-B46:01 with pseudo-sequence HLA-B46:01. The binding affinity (normalized) is 0.196. (4) The peptide sequence is TLLGLILFVL. The MHC is HLA-A02:02 with pseudo-sequence HLA-A02:02. The binding affinity (normalized) is 0.526. (5) The peptide sequence is SCMVNHSTY. The MHC is HLA-A29:02 with pseudo-sequence HLA-A29:02. The binding affinity (normalized) is 0. (6) The peptide sequence is RFPLCFGW. The MHC is HLA-B15:03 with pseudo-sequence HLA-B15:03. The binding affinity (normalized) is 0.0578.